From a dataset of Full USPTO retrosynthesis dataset with 1.9M reactions from patents (1976-2016). Predict the reactants needed to synthesize the given product. (1) Given the product [C:48]([O:47][C:45]([N:30]1[CH2:31][C@H:32]([CH2:33][CH2:34][C:35]2[CH:44]=[CH:43][C:42]3[C:37](=[CH:38][CH:39]=[CH:40][CH:41]=3)[CH:36]=2)[C@@H:28]([C:26]([OH:27])=[O:25])[CH2:29]1)=[O:46])([CH3:51])([CH3:49])[CH3:50], predict the reactants needed to synthesize it. The reactants are: C(OC(N1C[C@H](CCC2C=CC=CC=2)[C@@H](C(O)=O)C1)=O)(C)(C)C.C[O:25][C:26]([C@@H:28]1[C@@H:32]([CH2:33][CH2:34][C:35]2[CH:44]=[CH:43][C:42]3[C:37](=[CH:38][CH:39]=[CH:40][CH:41]=3)[CH:36]=2)[CH2:31][N:30]([C:45]([O:47][C:48]([CH3:51])([CH3:50])[CH3:49])=[O:46])[CH2:29]1)=[O:27].C(OC(C)(C)C)=O. (2) Given the product [CH2:45]([O:44][C:42]([N:28]([CH2:1][C:3]1[CH:4]=[C:5]([C:9]2[CH:23]=[C:22]([C:24]([F:26])([F:27])[F:25])[CH:21]=[CH:20][C:10]=2[O:11][CH2:12][C:13]([OH:15])=[O:14])[CH:6]=[CH:7][CH:8]=1)[C:29]1[CH:34]=[CH:33][CH:32]=[CH:31][CH:30]=1)=[O:43])[CH2:46][CH2:47][CH3:48], predict the reactants needed to synthesize it. The reactants are: [CH:1]([C:3]1[CH:4]=[C:5]([C:9]2[CH:23]=[C:22]([C:24]([F:27])([F:26])[F:25])[CH:21]=[CH:20][C:10]=2[O:11][CH2:12][C:13]([O:15]C(C)(C)C)=[O:14])[CH:6]=[CH:7][CH:8]=1)=O.[NH2:28][C:29]1[CH:34]=[CH:33][CH:32]=[CH:31][CH:30]=1.C([O-])([O-])=O.[K+].[K+].Cl[C:42]([O:44][CH2:45][CH2:46][CH2:47][CH3:48])=[O:43]. (3) Given the product [CH2:1]([O:8][NH:9][C:10]([C@H:12]1[C@@H:13]([OH:39])[C@H:14]([OH:36])[C@@H:15]([OH:34])[CH2:16][N:17]1[S:18]([C:21]1[CH:26]=[CH:25][C:24]([O:27][C:28]2[CH:33]=[CH:32][CH:31]=[CH:30][CH:29]=2)=[CH:23][CH:22]=1)(=[O:19])=[O:20])=[O:11])[C:2]1[CH:3]=[CH:4][CH:5]=[CH:6][CH:7]=1, predict the reactants needed to synthesize it. The reactants are: [CH2:1]([O:8][NH:9][C:10]([C@@H:12]1[N:17]([S:18]([C:21]2[CH:26]=[CH:25][C:24]([O:27][C:28]3[CH:33]=[CH:32][CH:31]=[CH:30][CH:29]=3)=[CH:23][CH:22]=2)(=[O:20])=[O:19])[CH2:16][C@@H:15]2[O:34]C(C)(C)[O:36][C@H:14]2[C@@H:13]1[OH:39])=[O:11])[C:2]1[CH:7]=[CH:6][CH:5]=[CH:4][CH:3]=1. (4) Given the product [F:1][C:2]1[CH:30]=[C:29]([NH:31][C:32]([C:34]2[C:35](=[O:47])[N:36]([C:40]3[CH:41]=[CH:42][C:43]([F:46])=[CH:44][CH:45]=3)[N:37]=[CH:38][CH:39]=2)=[O:33])[CH:28]=[CH:27][C:3]=1[O:4][C:5]1[CH:10]=[CH:9][N:8]=[C:7]2[CH:11]=[C:12]([C:14]3[CH2:19][CH2:18][NH:17][CH2:16][CH:15]=3)[S:13][C:6]=12, predict the reactants needed to synthesize it. The reactants are: [F:1][C:2]1[CH:30]=[C:29]([NH:31][C:32]([C:34]2[C:35](=[O:47])[N:36]([C:40]3[CH:45]=[CH:44][C:43]([F:46])=[CH:42][CH:41]=3)[N:37]=[CH:38][CH:39]=2)=[O:33])[CH:28]=[CH:27][C:3]=1[O:4][C:5]1[CH:10]=[CH:9][N:8]=[C:7]2[CH:11]=[C:12]([C:14]3[CH2:19][CH2:18][N:17](C(OC(C)(C)C)=O)[CH2:16][CH:15]=3)[S:13][C:6]=12.C(C(O)=O)(F)(F)F.